This data is from Reaction yield outcomes from USPTO patents with 853,638 reactions. The task is: Predict the reaction yield, written as a fraction of the theoretical maximum amount of product (1.0 means a 100% yield; for example, 0.34 means a 34% yield). (1) The reactants are [O:1]=[C:2]1[C:11]2[CH:10]=[CH:9][CH:8]=[C:7]3[NH:12][CH:13]([C:21]4[CH:22]=[C:23]([CH:26]=[CH:27][CH:28]=4)[CH:24]=O)[CH:14]([C:15]4[CH:20]=[CH:19][CH:18]=[CH:17][CH:16]=4)[C:5]([C:6]=23)=[N:4][NH:3]1.CO.[CH3:31][NH:32][CH3:33].C([BH3-])#N.[Na+].C(O)(=O)C. The catalyst is CO. The product is [CH3:31][N:32]([CH2:24][C:23]1[CH:22]=[C:21]([CH:13]2[NH:12][C:7]3[C:6]4[C:5](=[N:4][NH:3][C:2](=[O:1])[C:11]=4[CH:10]=[CH:9][CH:8]=3)[CH:14]2[C:15]2[CH:20]=[CH:19][CH:18]=[CH:17][CH:16]=2)[CH:28]=[CH:27][CH:26]=1)[CH3:33]. The yield is 0.640. (2) The yield is 0.860. No catalyst specified. The product is [C:22]([O:26][C:27]([N:29]1[CH:35]2[CH2:36][CH2:37][CH:30]1[CH2:31][N:32]([C:39]1[CH:40]=[N:41][C:42]([NH:45][C:10]3[N:11]=[CH:12][C:7]4[CH:6]=[C:5]([C:3](=[O:4])[N:2]([CH3:21])[CH3:1])[N:14]([C:15]5[CH:20]=[CH:19][CH:18]=[CH:17][CH:16]=5)[C:8]=4[N:9]=3)=[CH:43][CH:44]=1)[C:33](=[O:38])[CH2:34]2)=[O:28])([CH3:25])([CH3:23])[CH3:24]. The reactants are [CH3:1][N:2]([CH3:21])[C:3]([C:5]1[N:14]([C:15]2[CH:20]=[CH:19][CH:18]=[CH:17][CH:16]=2)[C:8]2[N:9]=[C:10](Cl)[N:11]=[CH:12][C:7]=2[CH:6]=1)=[O:4].[C:22]([O:26][C:27]([N:29]1[CH:35]2[CH2:36][CH2:37][CH:30]1[CH2:31][N:32]([C:39]1[CH:40]=[N:41][C:42]([NH2:45])=[CH:43][CH:44]=1)[C:33](=[O:38])[CH2:34]2)=[O:28])([CH3:25])([CH3:24])[CH3:23]. (3) The reactants are [F:1][C:2]([F:15])([F:14])[S:3]([O:6]S(C(F)(F)F)(=O)=O)(=[O:5])=[O:4].C[CH:17](O)[C:18]([O-:20])=[O:19].N1C=CC=C[CH:23]=1. The catalyst is C(Cl)Cl. The product is [S:3]([O:6][CH2:17][C:18]([O:20][CH3:23])=[O:19])([C:2]([F:15])([F:14])[F:1])(=[O:5])=[O:4]. The yield is 0.900. (4) The reactants are [F:1][C:2]1[CH:3]=[C:4]([CH:8]=[CH:9][CH:10]=1)[C:5](Cl)=[O:6].[CH2:11]([NH:18][C:19]([C:21]1[S:25][C:24]([NH2:26])=[N:23][C:22]=1[CH3:27])=[O:20])[C:12]1[CH:17]=[CH:16][CH:15]=[CH:14][CH:13]=1. The product is [CH2:11]([NH:18][C:19]([C:21]1[S:25][C:24]([NH:26][C:5](=[O:6])[C:4]2[CH:8]=[CH:9][CH:10]=[C:2]([F:1])[CH:3]=2)=[N:23][C:22]=1[CH3:27])=[O:20])[C:12]1[CH:17]=[CH:16][CH:15]=[CH:14][CH:13]=1. No catalyst specified. The yield is 0.180. (5) The reactants are [F:1][C:2]1[CH:7]=[CH:6][C:5]([C:8](=O)[CH2:9][C:10]2[CH:15]=[CH:14][N:13]=[CH:12][CH:11]=2)=[CH:4][CH:3]=1.[F:17][C:18]1[CH:25]=[CH:24][CH:23]=[CH:22][C:19]=1[CH:20]=O.[CH3:26][C:27]1[CH:31]=[C:30]([NH2:32])[O:29][N:28]=1.[N+]([O-])([O-])=O.[NH4+].[Ce+4].[N+]([O-])([O-])=O.[N+]([O-])([O-])=O.[N+]([O-])([O-])=O.[N+]([O-])([O-])=O. The catalyst is CCO.CCOC(C)=O.O. The product is [F:1][C:2]1[CH:7]=[CH:6][C:5]([C:8]2[N:32]=[C:30]3[O:29][N:28]=[C:27]([CH3:26])[C:31]3=[C:20]([C:19]3[CH:22]=[CH:23][CH:24]=[CH:25][C:18]=3[F:17])[C:9]=2[C:10]2[CH:15]=[CH:14][N:13]=[CH:12][CH:11]=2)=[CH:4][CH:3]=1. The yield is 0.570. (6) The reactants are [Cl:1][C:2]1[C:21]([Cl:22])=[CH:20][C:5]2[N:6]=[C:7]([C:9]3[C:18]4[C:13](=[CH:14][CH:15]=[CH:16][CH:17]=4)[C:12](Br)=[CH:11][CH:10]=3)[NH:8][C:4]=2[CH:3]=1.C([Li])CCC.CN(C)[CH:30]=[O:31].O. The catalyst is O1CCCC1. The product is [Cl:1][C:2]1[C:21]([Cl:22])=[CH:20][C:5]2[N:6]=[C:7]([C:9]3[C:18]4[C:13](=[CH:14][CH:15]=[CH:16][CH:17]=4)[C:12]([CH:30]=[O:31])=[CH:11][CH:10]=3)[NH:8][C:4]=2[CH:3]=1. The yield is 0.520. (7) The reactants are [CH3:1][O:2][C:3]1[S:7][C:6]2=[N:8][C:9]([C:11]3[O:12][C:13]4[CH:19]=[C:18]([O:20][CH3:21])[CH:17]=[C:16]([O:22][CH2:23][C:24]#[CH:25])[C:14]=4[CH:15]=3)=[CH:10][N:5]2[N:4]=1.[N:26]([C:29]1[CH:34]=[CH:33][CH:32]=[CH:31][CH:30]=1)=[N+:27]=[N-:28].CN(C=O)C. No catalyst specified. The product is [CH3:1][O:2][C:3]1[S:7][C:6]2=[N:8][C:9]([C:11]3[O:12][C:13]4[CH:19]=[C:18]([O:20][CH3:21])[CH:17]=[C:16]([O:22][CH2:23][C:24]5[N:26]([C:29]6[CH:34]=[CH:33][CH:32]=[CH:31][CH:30]=6)[N:27]=[N:28][CH:25]=5)[C:14]=4[CH:15]=3)=[CH:10][N:5]2[N:4]=1. The yield is 0.140. (8) The reactants are [Cl:1][C:2]1[CH:3]=[CH:4][C:5]([O:15][CH2:16][C:17]2[CH:22]=[CH:21][CH:20]=[CH:19][CH:18]=2)=[C:6]([C:8](=O)[CH2:9][CH2:10][C:11](=O)[CH3:12])[CH:7]=1.Cl.[CH3:24][S:25]([C:28]1[CH:34]=[CH:33][C:31]([NH2:32])=[CH:30][CH:29]=1)(=[O:27])=[O:26].C(N(CC)CC)C. The catalyst is C1(C)C=CC=CC=1.CCOC(C)=O. The product is [Cl:1][C:2]1[CH:3]=[CH:4][C:5]([O:15][CH2:16][C:17]2[CH:22]=[CH:21][CH:20]=[CH:19][CH:18]=2)=[C:6]([C:8]2[N:32]([C:31]3[CH:30]=[CH:29][C:28]([S:25]([CH3:24])(=[O:27])=[O:26])=[CH:34][CH:33]=3)[C:11]([CH3:12])=[CH:10][CH:9]=2)[CH:7]=1. The yield is 0.500. (9) The reactants are [CH3:1][S:2][C:3]1[CH:8]=[CH:7][C:6]([C:9]2[O:13][N:12]=[CH:11][C:10]=2[C:14](OCC)=[O:15])=[CH:5][CH:4]=1.[H-].C([Al+]CC(C)C)C(C)C.Cl. The catalyst is O1CCCC1. The product is [CH3:1][S:2][C:3]1[CH:4]=[CH:5][C:6]([C:9]2[O:13][N:12]=[CH:11][C:10]=2[CH2:14][OH:15])=[CH:7][CH:8]=1. The yield is 0.890. (10) The reactants are [F:1]/[C:2](=[CH:8]\[CH2:9][CH2:10][CH2:11][CH2:12][CH2:13][NH:14][C:15]([NH:17][C:18]12[CH2:27][CH:22]3[CH2:23][CH:24]([CH2:26][CH:20]([CH2:21]3)[CH2:19]1)[CH2:25]2)=[O:16])/[C:3]([O:5][CH2:6][CH3:7])=[O:4]. The catalyst is CO.[Pd]. The product is [F:1][CH:2]([CH2:8][CH2:9][CH2:10][CH2:11][CH2:12][CH2:13][NH:14][C:15]([NH:17][C:18]12[CH2:19][CH:20]3[CH2:26][CH:24]([CH2:23][CH:22]([CH2:21]3)[CH2:27]1)[CH2:25]2)=[O:16])[C:3]([O:5][CH2:6][CH3:7])=[O:4]. The yield is 0.930.